This data is from Catalyst prediction with 721,799 reactions and 888 catalyst types from USPTO. The task is: Predict which catalyst facilitates the given reaction. Reactant: [CH2:1]([C:4]1([C:15]2[CH:20]=[CH:19][CH:18]=[CH:17][CH:16]=2)[O:9][C:8](=[O:10])[N:7]([C:11]([CH3:14])([CH3:13])[CH3:12])[CH2:6][CH2:5]1)[CH:2]=[CH2:3].B.C1C[O:25]CC1.[OH-].[Na+].OO.Cl. Product: [C:11]([N:7]1[CH2:6][CH2:5][C:4]([CH2:1][CH2:2][CH2:3][OH:25])([C:15]2[CH:16]=[CH:17][CH:18]=[CH:19][CH:20]=2)[O:9][C:8]1=[O:10])([CH3:14])([CH3:13])[CH3:12]. The catalyst class is: 20.